This data is from Catalyst prediction with 721,799 reactions and 888 catalyst types from USPTO. The task is: Predict which catalyst facilitates the given reaction. (1) Reactant: CC1C=CC(S(O[CH2:12][CH:13]2[O:18][C:17]3[CH:19]=[C:20]([O:23][S:24]([C:27]([F:30])([F:29])[F:28])(=[O:26])=[O:25])[CH:21]=[CH:22][C:16]=3[O:15][CH2:14]2)(=O)=O)=CC=1.[NH2:31][CH2:32][CH2:33][OH:34]. Product: [F:28][C:27]([F:30])([F:29])[S:24]([O:23][C:20]1[CH:21]=[CH:22][C:16]2[O:15][CH2:14][CH:13]([CH2:12][NH:31][CH2:32][CH2:33][OH:34])[O:18][C:17]=2[CH:19]=1)(=[O:25])=[O:26]. The catalyst class is: 10. (2) Reactant: [Cl:1][C:2]1[CH:3]=[C:4]([CH:7]=[CH:8][CH:9]=1)[CH:5]=O.[CH3:10][C:11]([CH3:13])=[O:12].[OH-].[Na+].O. Product: [Cl:1][C:2]1[CH:3]=[C:4]([CH:5]=[CH:10][C:11](=[O:12])[CH:13]=[CH:5][C:4]2[CH:7]=[CH:8][CH:9]=[C:2]([Cl:1])[CH:3]=2)[CH:7]=[CH:8][CH:9]=1. The catalyst class is: 8. (3) Reactant: [NH2:1][CH2:2][C:3]1[CH:14]=[CH:13][C:12]([C:15]([F:18])([F:17])[F:16])=[CH:11][C:4]=1[O:5][CH2:6][CH2:7][N:8]([CH3:10])[CH3:9].C1N=CN([C:24](N2C=NC=C2)=[O:25])C=1.[NH2:31][C:32]1[C:37]2[O:38][CH2:39][C:40](=[O:42])[NH:41][C:36]=2[CH:35]=[CH:34][CH:33]=1. Product: [CH3:9][N:8]([CH3:10])[CH2:7][CH2:6][O:5][C:4]1[CH:11]=[C:12]([C:15]([F:16])([F:17])[F:18])[CH:13]=[CH:14][C:3]=1[CH2:2][NH:1][C:24]([NH:31][C:32]1[C:37]2[O:38][CH2:39][C:40](=[O:42])[NH:41][C:36]=2[CH:35]=[CH:34][CH:33]=1)=[O:25]. The catalyst class is: 118. (4) Reactant: [Br:1][C:2]1[CH:22]=[CH:21][C:5]([CH2:6][N:7]2[C:12](=[O:13])[C:11]3[CH:14]=[CH:15][C:16]([O:18][CH3:19])=[CH:17][C:10]=3[O:9]C2=O)=[C:4]([F:23])[CH:3]=1.[OH-].[K+].Cl. Product: [Br:1][C:2]1[CH:22]=[CH:21][C:5]([CH2:6][NH:7][C:12](=[O:13])[C:11]2[CH:14]=[CH:15][C:16]([O:18][CH3:19])=[CH:17][C:10]=2[OH:9])=[C:4]([F:23])[CH:3]=1. The catalyst class is: 8.